This data is from Forward reaction prediction with 1.9M reactions from USPTO patents (1976-2016). The task is: Predict the product of the given reaction. Given the reactants [P:1]([O-:5])([O-:4])([O-:3])=O.[OH-].[Na+].CCCCCCCC/C=C\CCCCCCCC(OC[C@@H](OC(CCCCCCC/C=C\CCCCCCCC)=O)CO[P:32]([O:35]CC[N+](C)(C)C)([O-:34])=[O:33])=O.CCCCCCCCCCCCCCCC[CH2:78][C:79](OCC(OC(CCCCCCCCCCCCCCCCC)=O)COP(OCC(O)CO)(O)=O)=[O:80].CCCCCCCCCCCCCCCC(OC[C@@H](OC(CCCCCCC/C=C\CCCCCCCC)=O)COP(OCC[N+](C)(C)C)([O-])=O)=O, predict the reaction product. The product is: [CH3:78][C:79]([P:32]([OH:34])([OH:35])=[O:33])([P:1]([OH:5])([OH:4])=[O:3])[OH:80].